Dataset: Drug-target binding data from BindingDB using IC50 measurements. Task: Regression. Given a target protein amino acid sequence and a drug SMILES string, predict the binding affinity score between them. We predict pIC50 (pIC50 = -log10(IC50 in M); higher means more potent). Dataset: bindingdb_ic50. (1) The small molecule is CCCS(=O)(=O)N1CCC(CNC(=O)c2c(F)cccc2Cl)(C(=O)N2CCOCC2)CC1. The target protein (P28571) has sequence MIGGDTRAASAHPGMASAQGPVATPSPEQPFPGTTSVSLARPVLRVWHGAHSSGLLPNLIAQHSPAMAQNGAVPSEATKKDQNLTRGNWGNQIEFVLTSVGYAVGLGNVWRFPYLCYRNGGGAFMFPYFIMLIFCGIPLFFMELSFGQFASQGCLGVWRISPMFKGVGYGMMVVSTYIGIYYNVVICIAFYYFFSSMTHVLPWAYCNNPWNTPDCAGVLDASNLTNGSRPAALSGNLSHLFNYTLQRTSPSEEYWRLYVLKLSDDIGNFGEVRLPLLGCLGVSWVVVFLCLIRGVKSSGKVVYFTATFPYVVLTILFVRGVTLEGAFTGIMYYLTPQWDKILEAKVWGDAASQIFYSLGCAWGGLITMASYNKFHNNCYRDSVIISITNCATSVYAGFVIFSILGFMANHLGVDVSRVADHGPGLAFVAYPEALTLLPISPLWSLLFFFMLILLGLGTQFCLLETLVTAIVDEVGNEWILQKKTYVTLGVAVAGFLLGIP.... The pIC50 is 7.2. (2) The small molecule is C[C@H]1C(c2ccc3c(c2)-c2ccc(C[N+]45CC[N+](CC(=O)Nc6ccc(C#N)cc6)(CC4)CC5)cc2C3=O)=C(C(=O)O)N2C(=O)[C@H]([C@@H](C)O)[C@@H]12.[Cl-].[Cl-]. The target protein sequence is MTENKGSSQPKKNGNNGGKSNSKKNRNVKRTIIKIIGFMIIAFFVVLLLGILLFAYYAWKAPAFTEAKLQDPIPAKIYDKNGELVKTLDNGQRHEHVNLKDVPKSMKDAVLATEDNRFYEHGALDYKRLFGAIGKNLTGGFGSEGASTLTQQVVKDAFLSQHKSIGRKAQEAYLSYRLEQEYSKDDIFQVYLNKIYYSDGVTGIKAAAKYYFNKDLKDLNLAEEAYLAGLPQVPNNYNIYDHPKAAEDRKNTVLYLMHYHKRITDKQWEDAKKIDLKANLVNRTPEERQNIDTNQDSEYNSYVNFVKSELMNNKAFKDENLGNVLQSGIKIYTNMDKDVQKTLQNDVDNGSFYKNKDQQVGATILDSKTGGLVAISGGRDFKDVVNRNQATDPHPTGSSLKPFLAYGPAIENMKWATNHAIQDESSYQVDGSTFRNYDTKSHGTVSIYDALRQSFNIPALKAWQSVKQNAGNDAPKKFAAKLGLNYEGDIGPSEVLGGSA.... The pIC50 is 5.8.